This data is from Forward reaction prediction with 1.9M reactions from USPTO patents (1976-2016). The task is: Predict the product of the given reaction. (1) Given the reactants [NH2:1][C:2]1[CH:3]=[CH:4][C:5]([CH3:20])=[C:6]([CH:19]=1)[C:7]([NH:9][C:10]1[CH:11]=[C:12]2[N:18]=[CH:17][NH:16][C:13]2=[N:14][CH:15]=1)=[O:8].N1C=CC=CC=1.[C:27](Cl)(=[O:34])[C:28]1[CH:33]=[CH:32][CH:31]=[CH:30][CH:29]=1, predict the reaction product. The product is: [C:27]([NH:1][C:2]1[CH:3]=[CH:4][C:5]([CH3:20])=[C:6]([CH:19]=1)[C:7]([NH:9][C:10]1[CH:11]=[C:12]2[N:18]=[CH:17][NH:16][C:13]2=[N:14][CH:15]=1)=[O:8])(=[O:34])[C:28]1[CH:33]=[CH:32][CH:31]=[CH:30][CH:29]=1. (2) Given the reactants [Cl:1][C:2]1[CH:25]=[CH:24][C:5]([O:6][C:7]2[CH:12]=[N:11][CH:10]=[C:9]3[S:13][C:14]([C:16]4[CH:21]=[CH:20][C:19]([O:22]C)=[CH:18][CH:17]=4)=[CH:15][C:8]=23)=[CH:4][CH:3]=1.B(Br)(Br)Br, predict the reaction product. The product is: [Cl:1][C:2]1[CH:25]=[CH:24][C:5]([O:6][C:7]2[CH:12]=[N:11][CH:10]=[C:9]3[S:13][C:14]([C:16]4[CH:21]=[CH:20][C:19]([OH:22])=[CH:18][CH:17]=4)=[CH:15][C:8]=23)=[CH:4][CH:3]=1. (3) The product is: [NH2:26][C:8]1[N:7]=[C:6]([O:5][CH2:1][CH2:2][CH2:3][CH3:4])[N:14]=[C:13]2[C:9]=1[NH:10][C:11](=[O:24])[N:12]2[CH2:15][CH2:16][CH2:17][CH:18]1[CH2:23][CH2:22][CH2:21][N:20]([CH2:28][CH3:29])[CH2:19]1. Given the reactants [CH2:1]([O:5][C:6]1[N:14]=[C:13]2[C:9]([N:10]=[C:11]([O:24]C)[N:12]2[CH2:15][CH2:16][CH2:17][CH:18]2[CH2:23][CH2:22][CH2:21][NH:20][CH2:19]2)=[C:8]([NH2:26])[N:7]=1)[CH2:2][CH2:3][CH3:4].I[CH2:28][CH3:29], predict the reaction product. (4) Given the reactants [C:1]([O:5][C:6](=[O:19])[N:7]([CH3:18])[C@H:8]([CH2:12][C:13]1[S:14][CH:15]=[CH:16][CH:17]=1)[CH2:9][NH:10][CH3:11])([CH3:4])([CH3:3])[CH3:2].C(N(CC)CC)C.[CH3:27][S:28](Cl)(=[O:30])=[O:29], predict the reaction product. The product is: [C:1]([O:5][C:6](=[O:19])[N:7]([CH3:18])[C@H:8]([CH2:12][C:13]1[S:14][CH:15]=[CH:16][CH:17]=1)[CH2:9][N:10]([CH3:11])[S:28]([CH3:27])(=[O:30])=[O:29])([CH3:3])([CH3:4])[CH3:2]. (5) Given the reactants N1C2C=CC=CC=2N=N1.S(Cl)([Cl:12])=O.O[CH2:15][C:16]1[O:20][C:19]([C:21]([O:23][CH2:24][CH3:25])=[O:22])=[C:18]([CH3:26])[CH:17]=1, predict the reaction product. The product is: [Cl:12][CH2:15][C:16]1[O:20][C:19]([C:21]([O:23][CH2:24][CH3:25])=[O:22])=[C:18]([CH3:26])[CH:17]=1.